This data is from Forward reaction prediction with 1.9M reactions from USPTO patents (1976-2016). The task is: Predict the product of the given reaction. (1) Given the reactants [CH2:1]([C:3]1[CH:4]=[C:5]([NH2:9])[N:6]([CH3:8])[N:7]=1)[CH3:2].[CH:10]1(C(=O)CC#N)CC[CH2:11]1, predict the reaction product. The product is: [CH:1]1([C:3]2[CH:4]=[C:5]([NH2:9])[N:6]([CH3:8])[N:7]=2)[CH2:11][CH2:10][CH2:2]1. (2) Given the reactants [Li+].[OH-].C1COCC1.O.C([O:11][C:12]([C:14]1[S:18][C:17]([NH:19][C:20](=[O:46])[C@@H:21]([NH:29][C:30](=[O:45])/[CH:31]=[CH:32]/[C:33]2[CH:38]=[C:37]([Cl:39])[CH:36]=[CH:35][C:34]=2[N:40]2[CH:44]=[N:43][N:42]=[N:41]2)[CH2:22][C:23]2[CH:28]=[CH:27][CH:26]=[CH:25][CH:24]=2)=[N:16][CH:15]=1)=[O:13])C.ClCl, predict the reaction product. The product is: [Cl:39][C:37]1[CH:36]=[CH:35][C:34]([N:40]2[CH:44]=[N:43][N:42]=[N:41]2)=[C:33](/[CH:32]=[CH:31]/[C:30]([NH:29][C@@H:21]([CH2:22][C:23]2[CH:24]=[CH:25][CH:26]=[CH:27][CH:28]=2)[C:20]([NH:19][C:17]2[S:18][C:14]([C:12]([OH:13])=[O:11])=[CH:15][N:16]=2)=[O:46])=[O:45])[CH:38]=1.